This data is from Full USPTO retrosynthesis dataset with 1.9M reactions from patents (1976-2016). The task is: Predict the reactants needed to synthesize the given product. Given the product [Cl:1][C:2]1[S:6][C:5]([CH2:7][N:8]2[CH2:13][CH2:12][O:11][C@@H:10]([CH2:14][NH:15][C:28](=[O:29])[CH2:27][C:23]3[CH:24]=[CH:25][CH:26]=[C:21]([NH:20][S:17]([CH3:16])(=[O:18])=[O:19])[CH:22]=3)[CH2:9]2)=[CH:4][CH:3]=1, predict the reactants needed to synthesize it. The reactants are: [Cl:1][C:2]1[S:6][C:5]([CH2:7][N:8]2[CH2:13][CH2:12][O:11][C@@H:10]([CH2:14][NH2:15])[CH2:9]2)=[CH:4][CH:3]=1.[CH3:16][S:17]([NH:20][C:21]1[CH:22]=[C:23]([CH2:27][C:28](O)=[O:29])[CH:24]=[CH:25][CH:26]=1)(=[O:19])=[O:18].